Task: Predict the reaction yield, written as a fraction of the theoretical maximum amount of product (1.0 means a 100% yield; for example, 0.34 means a 34% yield).. Dataset: Reaction yield outcomes from USPTO patents with 853,638 reactions (1) The reactants are [CH2:1]([O:3][C:4]([C:6]12[CH2:13][CH:10]([CH2:11][CH2:12]1)[CH:9]([CH:14]=[O:15])[CH2:8][CH2:7]2)=[O:5])[CH3:2].CC(C)=[O:18].OS(O)(=O)=O.O=[Cr](=O)=O. No catalyst specified. The product is [CH2:1]([O:3][C:4]([C:6]12[CH2:13][CH:10]([CH2:11][CH2:12]1)[CH:9]([C:14]([OH:18])=[O:15])[CH2:8][CH2:7]2)=[O:5])[CH3:2]. The yield is 0.870. (2) The reactants are F[P-](F)(F)(F)(F)F.N1(O[P+](N2CCCC2)(N2CCCC2)N2CCCC2)C2C=CC=CC=2N=N1.[CH3:34][C:35]1[C:39]([C:40]2[CH:49]=[C:48]3[C:43]([C:44]([NH:53][C:54]4[CH:59]=[CH:58][CH:57]=[C:56]([C:60]([O:62][CH2:63][CH3:64])=[O:61])[CH:55]=4)=[C:45]([C:50]([OH:52])=O)[CH:46]=[N:47]3)=[CH:42][CH:41]=2)=[C:38]([CH3:65])[O:37][N:36]=1.Cl.[CH3:67][O:68][C:69](=[O:78])[C:70]1[CH:75]=[CH:74][CH:73]=[C:72]([CH2:76][NH2:77])[CH:71]=1.C(N(CC)CC)C. The catalyst is ClCCl. The product is [CH3:34][C:35]1[C:39]([C:40]2[CH:49]=[C:48]3[C:43]([C:44]([NH:53][C:54]4[CH:59]=[CH:58][CH:57]=[C:56]([C:60]([O:62][CH2:63][CH3:64])=[O:61])[CH:55]=4)=[C:45]([C:50]([NH:77][CH2:76][C:72]4[CH:71]=[C:70]([CH:75]=[CH:74][CH:73]=4)[C:69]([O:68][CH3:67])=[O:78])=[O:52])[CH:46]=[N:47]3)=[CH:42][CH:41]=2)=[C:38]([CH3:65])[O:37][N:36]=1. The yield is 1.22. (3) The reactants are OC[C@@H]1CCCC[C@H]1[NH:9][S:10]([C:13]1[CH:14]=[N:15][C:16]([C:19]([F:22])([F:21])[F:20])=[CH:17][CH:18]=1)(=[O:12])=[O:11].C(=O)([O-])[O-].[Cs+].[Cs+].BrCC1C(F)=CC(C2N=CON=2)=C(F)C=1.ClC1C=CC(S(N(CC2C=CC(C3OC=CN=3)=C(F)C=2F)[C@@H]2CCCC[C@H]2CO)(=O)=O)=CC=1. No catalyst specified. The product is [F:22][C:19]([F:20])([F:21])[C:16]1[N:15]=[CH:14][C:13]([S:10]([NH2:9])(=[O:12])=[O:11])=[CH:18][CH:17]=1. The yield is 0.350. (4) The reactants are [H-].[Na+].[Br:3][C:4]1[CH:5]=[C:6]2[C:10](=[CH:11][CH:12]=1)[NH:9][CH:8]=[CH:7]2.S(O[CH2:24][CH:25]1[CH2:30][CH2:29][N:28]([C:31]([O:33][CH2:34][C:35]2[CH:40]=[CH:39][CH:38]=[CH:37][CH:36]=2)=[O:32])[CH2:27][CH2:26]1)(C1C=CC(C)=CC=1)(=O)=O.C(OCC)(=O)C.CCCCCC. The catalyst is CN(C=O)C. The product is [Br:3][C:4]1[CH:5]=[C:6]2[C:10](=[CH:11][CH:12]=1)[N:9]([CH2:24][CH:25]1[CH2:30][CH2:29][N:28]([C:31]([O:33][CH2:34][C:35]3[CH:36]=[CH:37][CH:38]=[CH:39][CH:40]=3)=[O:32])[CH2:27][CH2:26]1)[CH:8]=[CH:7]2. The yield is 0.760. (5) The reactants are Br[C:2]1[CH:3]=[C:4]([CH:7]=[C:8]2[O:12][CH2:11][O:10][C:9]=12)[CH:5]=[O:6].[CH3:13][O:14][C:15]1[CH:20]=[CH:19][CH:18]=[CH:17][C:16]=1B(O)O.C(=O)([O-])[O-].[K+].[K+]. The catalyst is COCCOC.O.C(OCC)(=O)C.C1C=CC([P]([Pd]([P](C2C=CC=CC=2)(C2C=CC=CC=2)C2C=CC=CC=2)([P](C2C=CC=CC=2)(C2C=CC=CC=2)C2C=CC=CC=2)[P](C2C=CC=CC=2)(C2C=CC=CC=2)C2C=CC=CC=2)(C2C=CC=CC=2)C2C=CC=CC=2)=CC=1. The product is [CH3:13][O:14][C:15]1[CH:20]=[CH:19][CH:18]=[CH:17][C:16]=1[C:2]1[CH:3]=[C:4]([CH:7]=[C:8]2[O:12][CH2:11][O:10][C:9]=12)[CH:5]=[O:6]. The yield is 0.320. (6) The reactants are [CH3:1][O:2][C:3]1[CH:8]=[CH:7][CH:6]=[C:5]([NH2:9])[CH:4]=1.C1([C:12](=[CH:14][CH:15]=[CH:16][CH:17]=1)O)O.[CH3:18]C(C)=O. The catalyst is II. The product is [CH3:1][O:2][C:3]1[CH:4]=[C:5]2[C:6]([C:14]([CH3:12])=[CH:15][C:16]([CH3:17])([CH3:18])[NH:9]2)=[CH:7][CH:8]=1. The yield is 0.350. (7) The reactants are [CH2:1]([O:3][C:4](=[O:18])[CH:5]([O:16][CH3:17])[CH2:6][C:7]1[CH:12]=[CH:11][C:10]([OH:13])=[C:9]([O:14][CH3:15])[CH:8]=1)[CH3:2].Br[CH2:20][CH2:21][CH2:22][O:23][C:24]1[CH:29]=[CH:28][C:27]([C:30]2[CH:35]=[CH:34][CH:33]=[CH:32][CH:31]=2)=[CH:26][CH:25]=1.C(=O)([O-])[O-].[K+].[K+]. The catalyst is C(#N)C.C(OCC)(=O)C.O. The product is [CH2:1]([O:3][C:4](=[O:18])[CH:5]([O:16][CH3:17])[CH2:6][C:7]1[CH:12]=[CH:11][C:10]([O:13][CH2:20][CH2:21][CH2:22][O:23][C:24]2[CH:29]=[CH:28][C:27]([C:30]3[CH:35]=[CH:34][CH:33]=[CH:32][CH:31]=3)=[CH:26][CH:25]=2)=[C:9]([O:14][CH3:15])[CH:8]=1)[CH3:2]. The yield is 0.590. (8) The reactants are C(O[C:6]([N:8]1[CH2:12][C@H:11]2[C@H:13]3[C@@H:17]([C@H:10]2[CH2:9]1)[CH2:16][N:15]([S:18]([C:21]1[CH:26]=[CH:25][C:24]([C:27]2[CH:32]=[CH:31][C:30]([F:33])=[CH:29][CH:28]=2)=[CH:23][CH:22]=1)(=[O:20])=[O:19])[CH2:14]3)=[O:7])(C)(C)C.Cl.CN1CCOCC1.[NH:42]1[C:46]2[CH:47]=[CH:48][C:49](C(O)=O)=[CH:50][C:45]=2[N:44]=[N:43]1.F[P-](F)(F)(F)(F)F.N1(OC(N(C)C)=[N+](C)C)C2N=CC=CC=2N=N1. No catalyst specified. The product is [NH:42]1[C:46]2[CH:47]=[CH:48][C:49]([C:6]([N:8]3[CH2:9][C@H:10]4[C@H:17]5[C@@H:13]([C@H:11]4[CH2:12]3)[CH2:14][N:15]([S:18]([C:21]3[CH:22]=[CH:23][C:24]([C:27]4[CH:32]=[CH:31][C:30]([F:33])=[CH:29][CH:28]=4)=[CH:25][CH:26]=3)(=[O:19])=[O:20])[CH2:16]5)=[O:7])=[CH:50][C:45]=2[N:44]=[N:43]1. The yield is 0.820. (9) The reactants are [Cl:1][C:2]1[CH:7]=[CH:6][C:5]([C:8]2[CH:16]=[CH:15][CH:14]=[C:13]3[C:9]=2[CH2:10][C:11](=[O:17])[NH:12]3)=[CH:4][CH:3]=1.[CH3:18][C@H:19]1[NH:24][C@@H:23]([CH3:25])[CH2:22][N:21]([C:26]([C:28]2[C:29]([CH3:35])=[C:30]([CH:33]=O)[NH:31][CH:32]=2)=[O:27])[CH2:20]1. The catalyst is C(O)C.N1CCCCC1. The product is [Cl:1][C:2]1[CH:3]=[CH:4][C:5]([C:8]2[CH:16]=[CH:15][CH:14]=[C:13]3[C:9]=2[C:10](=[CH:33][C:30]2[NH:31][CH:32]=[C:28]([C:26]([N:21]4[CH2:20][C@H:19]([CH3:18])[NH:24][C@H:23]([CH3:25])[CH2:22]4)=[O:27])[C:29]=2[CH3:35])[C:11](=[O:17])[NH:12]3)=[CH:6][CH:7]=1. The yield is 0.250.